Dataset: Full USPTO retrosynthesis dataset with 1.9M reactions from patents (1976-2016). Task: Predict the reactants needed to synthesize the given product. (1) Given the product [Cl:1][C:2]1[CH:3]=[CH:4][CH:5]=[C:6]2[C:11]=1[C:10]([CH2:12][C:13]1[CH:21]=[C:20]([F:22])[CH:19]=[C:15]([C:16]([N:30]3[CH2:31][CH2:32][CH:27]([O:26][CH2:24][CH3:25])[CH2:28][CH2:29]3)=[O:17])[CH:14]=1)=[N:9][NH:8][C:7]2=[O:23], predict the reactants needed to synthesize it. The reactants are: [Cl:1][C:2]1[CH:3]=[CH:4][CH:5]=[C:6]2[C:11]=1[C:10]([CH2:12][C:13]1[CH:14]=[C:15]([CH:19]=[C:20]([F:22])[CH:21]=1)[C:16](O)=[O:17])=[N:9][NH:8][C:7]2=[O:23].[CH2:24]([O:26][CH:27]1[CH2:32][CH2:31][NH:30][CH2:29][CH2:28]1)[CH3:25].CCN(C(C)C)C(C)C. (2) Given the product [Cl:19][C:9]1[C:10]2[C:5](=[C:4]([N+:1]([O-:3])=[O:2])[CH:13]=[CH:12][CH:11]=2)[C:6]([CH:15]=[CH2:16])=[CH:7][N:8]=1.[Cl:19][C:7]1[N:8]=[CH:9][C:10]2[C:5]([C:6]=1[CH:15]=[CH2:16])=[C:4]([N+:1]([O-:3])=[O:2])[CH:13]=[CH:12][CH:11]=2, predict the reactants needed to synthesize it. The reactants are: [N+:1]([C:4]1[CH:13]=[CH:12][CH:11]=[C:10]2[C:5]=1[C:6]([CH:15]=[CH2:16])=[CH:7][N+:8]([O-])=[CH:9]2)([O-:3])=[O:2].P(Cl)(Cl)([Cl:19])=O.[OH-].[Na+]. (3) Given the product [C:1]([OH:8])(=[O:7])/[CH:2]=[CH:3]/[C:4]([OH:6])=[O:5].[NH:9]1[CH2:13][CH2:12][CH:11]([S:14][C@@H:15]2[CH2:32][CH2:31][C@@:30]3([CH3:33])[CH:17](/[C:18](=[N:37]/[OH:38])/[CH2:19][C@@H:20]4[C@@H:29]3[CH2:28][CH2:27][C@@:25]3([CH3:26])[C@H:21]4[CH2:22][CH2:23][C:24]3=[O:34])[CH2:16]2)[CH2:10]1, predict the reactants needed to synthesize it. The reactants are: [C:1]([OH:8])(=[O:7])/[CH:2]=[CH:3]/[C:4]([OH:6])=[O:5].[NH:9]1[CH2:13][CH2:12][CH:11]([S:14][C@@H:15]2[CH2:32][CH2:31][C@@:30]3([CH3:33])[CH:17]([C:18](=O)[CH2:19][C@@H:20]4[C@@H:29]3[CH2:28][CH2:27][C@@:25]3([CH3:26])[C@H:21]4[CH2:22][CH2:23][C:24]3=[O:34])[CH2:16]2)[CH2:10]1.Cl.[NH2:37][OH:38]. (4) Given the product [CH3:4][O:5][C:6]1[CH:11]=[CH:10][C:9]([C:13](=[O:16])[CH2:14][CH3:15])=[C:8]([CH3:12])[CH:7]=1, predict the reactants needed to synthesize it. The reactants are: [Sm].II.[CH3:4][O:5][C:6]1[CH:11]=[CH:10][CH:9]=[C:8]([CH3:12])[CH:7]=1.[C:13](Cl)(=[O:16])[CH2:14][CH3:15]. (5) The reactants are: [CH3:1][C@@:2]12[C@@H:10](O)[CH2:9][CH2:8][C@H:7]1[C@@H:6]1[CH2:12][CH2:13][C:14]3[C@@:20]([CH3:21])([C@H:5]1[CH2:4][CH2:3]2)[CH2:19][CH2:18][C:16](=[O:17])[CH:15]=3.ClC(OC)=O.N1C=CC=CC=1.CO.C(=O)([O-])OC. Given the product [CH3:1][C@:2]12[CH2:3][CH2:4][C@H:5]3[C@@H:6]([CH2:12][CH2:13][C:14]4[C@:20]3([CH3:21])[CH2:19][CH2:18][C:16](=[O:17])[CH:15]=4)[C@@H:7]1[CH2:8][CH:9]=[CH:10]2, predict the reactants needed to synthesize it. (6) Given the product [OH:119][NH:118][C:117]([C:111]1([NH:11][S:12]([C:15]2[CH:16]=[CH:17][C:18]([O:21][C:22]3[CH:27]=[CH:26][C:25]([Cl:28])=[CH:24][CH:23]=3)=[CH:19][CH:20]=2)(=[O:14])=[O:13])[CH2:116][CH2:115][O:114][CH2:113][CH2:112]1)=[O:120], predict the reactants needed to synthesize it. The reactants are: ONC(C1([NH:11][S:12]([C:15]2[CH:20]=[CH:19][C:18]([O:21][C:22]3[CH:27]=[CH:26][C:25]([Cl:28])=[CH:24][CH:23]=3)=[CH:17][CH:16]=2)(=[O:14])=[O:13])CCCOC1)=O.ONC([C@H]1[C@@](O)(C)CCCN1S(C1C=CC(OCC2C=CC(F)=CC=2C)=CC=1)(=O)=O)=O.FC1C=CC(OC2C=CC(S(N(C(C(=O)NO)(C)C)CCC(O)=O)(=O)=O)=CC=2)=CC=1.FC1C=CC(OC2C=CC(S(N([C:111]3([C:117](=[O:120])[NH:118][OH:119])[CH2:116][CH2:115][O:114][CH2:113][CH2:112]3)CCC(O)=O)(=O)=O)=CC=2)=CC=1.